This data is from Reaction yield outcomes from USPTO patents with 853,638 reactions. The task is: Predict the reaction yield, written as a fraction of the theoretical maximum amount of product (1.0 means a 100% yield; for example, 0.34 means a 34% yield). (1) The reactants are [CH:1]([C:4]1[CH:5]=[CH:6][C:7]2[C:12]([NH:13][C:14]3[CH:19]=[C:18]([C:20](=[O:47])[NH:21][C:22]4[CH:27]=[CH:26][C:25]([C:28]5[N:29]=[C:30]([C@@H:33]6[CH2:37][CH2:36][CH2:35][N:34]6[C:38](=[O:46])[CH2:39][C:40]6[CH:45]=[CH:44][CH:43]=[CH:42][CH:41]=6)[NH:31][CH:32]=5)=[CH:24][CH:23]=4)[CH:17]=[CH:16][C:15]=3[S:48][C:49]3[CH:54]=[CH:53][C:52]([NH:55]C(=O)OC(C)(C)C)=[CH:51][CH:50]=3)=[N:11][CH:10]=[N:9][C:8]=2[N:63]=1)([CH3:3])[CH3:2].Cl.O1CCOCC1. The catalyst is O1CCCC1. The product is [NH2:55][C:52]1[CH:51]=[CH:50][C:49]([S:48][C:15]2[CH:16]=[CH:17][C:18]([C:20]([NH:21][C:22]3[CH:27]=[CH:26][C:25]([C:28]4[N:29]=[C:30]([C@@H:33]5[CH2:37][CH2:36][CH2:35][N:34]5[C:38](=[O:46])[CH2:39][C:40]5[CH:45]=[CH:44][CH:43]=[CH:42][CH:41]=5)[NH:31][CH:32]=4)=[CH:24][CH:23]=3)=[O:47])=[CH:19][C:14]=2[NH:13][C:12]2[C:7]3[CH:6]=[CH:5][C:4]([CH:1]([CH3:3])[CH3:2])=[N:63][C:8]=3[N:9]=[CH:10][N:11]=2)=[CH:54][CH:53]=1. The yield is 0.430. (2) The reactants are [F:1][C:2]1[CH:7]=[CH:6][CH:5]=[CH:4][C:3]=1[C@@H:8]1[NH:13][C:12](=[O:14])[C@H:11]([CH2:15][CH:16]([CH3:18])[CH3:17])[NH:10][CH2:9]1.[F:19][C:20]1[CH:25]=[CH:24][C:23]([C:26]2[CH:30]=[C:29]([C:31](O)=[O:32])[O:28][N:27]=2)=[CH:22][CH:21]=1.C([C@@H]1N(C(=O)/C=C/C2C=CC=CC=2)C[C@H](CC(C)C)NC1=O)C(C)C. No catalyst specified. The product is [F:1][C:2]1[CH:7]=[CH:6][CH:5]=[CH:4][C:3]=1[C@@H:8]1[NH:13][C:12](=[O:14])[C@H:11]([CH2:15][CH:16]([CH3:18])[CH3:17])[N:10]([C:31]([C:29]2[O:28][N:27]=[C:26]([C:23]3[CH:24]=[CH:25][C:20]([F:19])=[CH:21][CH:22]=3)[CH:30]=2)=[O:32])[CH2:9]1. The yield is 0.470.